From a dataset of Forward reaction prediction with 1.9M reactions from USPTO patents (1976-2016). Predict the product of the given reaction. (1) Given the reactants [Cl:1][C:2]1[CH:3]=[C:4]2[C:8](=[CH:9][CH:10]=1)[NH:7][CH:6]=[C:5]2[C:11]1[CH2:12][CH2:13][NH:14][CH2:15][CH:16]=1.[CH3:17][N:18]([CH3:31])[C:19]1([C:25]2[CH:30]=[CH:29][CH:28]=[CH:27][CH:26]=2)[CH2:24][CH2:23][CH2:22][CH2:21][CH2:20]1.C(O)(=O)C, predict the reaction product. The product is: [Cl:1][C:2]1[CH:3]=[C:4]2[C:8](=[CH:9][CH:10]=1)[NH:7][CH:6]=[C:5]2[CH:11]1[CH2:12][CH2:13][N:14]([CH:22]2[CH2:21][CH2:20][C:19]([N:18]([CH3:31])[CH3:17])([C:25]3[CH:30]=[CH:29][CH:28]=[CH:27][CH:26]=3)[CH2:24][CH2:23]2)[CH2:15][CH2:16]1. (2) Given the reactants [C:1](N1C=CN=C1)(N1C=CN=C1)=[O:2].[C:13]1([CH3:27])[CH:18]=[CH:17][CH:16]=[CH:15][C:14]=1[O:19][C:20]1[CH:25]=[CH:24][C:23]([NH2:26])=[CH:22][CH:21]=1.CO[CH:30](OC)[CH2:31][NH:32][C:33]1[CH:38]=[CH:37][C:36]([O:39][CH2:40][CH2:41][N:42]([CH3:44])[CH3:43])=[CH:35][CH:34]=1.FC(F)(F)C(O)=O, predict the reaction product. The product is: [CH3:44][N:42]([CH3:43])[CH2:41][CH2:40][O:39][C:36]1[CH:35]=[CH:34][C:33]([N:32]2[CH:31]=[CH:30][N:26]([C:23]3[CH:22]=[CH:21][C:20]([O:19][C:14]4[CH:15]=[CH:16][CH:17]=[CH:18][C:13]=4[CH3:27])=[CH:25][CH:24]=3)[C:1]2=[O:2])=[CH:38][CH:37]=1. (3) Given the reactants [C:1](#[N:5])[CH2:2][C:3]#[N:4].[H-].[Na+].Cl[C:9]1[CH:14]=[C:13]([Cl:15])[N:12]=[C:11]([N:16]2[CH2:21][CH2:20][O:19][CH2:18][CH2:17]2)[N:10]=1.[OH-].[Na+].Cl, predict the reaction product. The product is: [Cl:15][C:13]1[N:12]=[C:11]([N:16]2[CH2:21][CH2:20][O:19][CH2:18][CH2:17]2)[N:10]=[C:9]([CH:2]([C:1]#[N:5])[C:3]#[N:4])[CH:14]=1. (4) Given the reactants [CH3:1][O:2][C:3]([C:5]1[NH:6][C:7]([C@@H:10]([NH:18][C:19]([O:21][C:22]([CH3:25])([CH3:24])[CH3:23])=[O:20])[CH2:11][C:12]2[CH:17]=[CH:16][CH:15]=[CH:14][CH:13]=2)=[N:8][CH:9]=1)=[O:4].C1C(=O)N([Br:33])C(=O)C1, predict the reaction product. The product is: [CH3:1][O:2][C:3]([C:5]1[NH:6][C:7]([C@@H:10]([NH:18][C:19]([O:21][C:22]([CH3:25])([CH3:24])[CH3:23])=[O:20])[CH2:11][C:12]2[CH:13]=[CH:14][CH:15]=[CH:16][CH:17]=2)=[N:8][C:9]=1[Br:33])=[O:4]. (5) Given the reactants [CH3:1][O:2][C:3]1[CH:4]=[C:5]2[C:10](=[CH:11][CH:12]=1)[CH:9]=[C:8](B1OC(C)(C)C(C)(C)O1)[CH:7]=[CH:6]2.[Cl:22][C:23]1[CH:24]=[C:25]([CH2:29][N:30]2[CH:34]=[CH:33][N:32]=[C:31]2[CH3:35])[N:26]=[N:27][CH:28]=1, predict the reaction product. The product is: [ClH:22].[CH3:1][O:2][C:3]1[CH:4]=[C:5]2[C:10](=[CH:11][CH:12]=1)[CH:9]=[C:8]([C:23]1[CH:24]=[C:25]([CH2:29][N:30]3[CH:34]=[CH:33][N:32]=[C:31]3[CH3:35])[N:26]=[N:27][CH:28]=1)[CH:7]=[CH:6]2.